Dataset: Forward reaction prediction with 1.9M reactions from USPTO patents (1976-2016). Task: Predict the product of the given reaction. (1) The product is: [NH2:20][C:19]1[CH:18]=[CH:17][C:4]([O:5][CH2:6][C@@H:7]([NH:9][C:10](=[O:16])[O:11][C:12]([CH3:15])([CH3:13])[CH3:14])[CH3:8])=[CH:3][C:2]=1[F:1]. Given the reactants [F:1][C:2]1[CH:3]=[C:4]([CH:17]=[CH:18][C:19]=1[N+:20]([O-])=O)[O:5][CH2:6][C@@H:7]([NH:9][C:10](=[O:16])[O:11][C:12]([CH3:15])([CH3:14])[CH3:13])[CH3:8], predict the reaction product. (2) Given the reactants [CH:1]1([C@H:7]([NH:15][C:16]([C:18]2[CH:23]=[CH:22][C:21]([C:24]3[CH:29]=[CH:28][C:27]([N+:30]([O-])=O)=[CH:26][CH:25]=3)=[CH:20][C:19]=2[NH:33][C:34]([NH:36][C:37]2[C:42]([CH3:43])=[CH:41][C:40]([CH3:44])=[CH:39][C:38]=2[CH3:45])=[O:35])=[O:17])[C:8]([O:10][C:11]([CH3:14])([CH3:13])[CH3:12])=[O:9])[CH2:6][CH2:5][CH2:4][CH2:3][CH2:2]1, predict the reaction product. The product is: [NH2:30][C:27]1[CH:26]=[CH:25][C:24]([C:21]2[CH:22]=[CH:23][C:18]([C:16]([NH:15][C@@H:7]([CH:1]3[CH2:6][CH2:5][CH2:4][CH2:3][CH2:2]3)[C:8]([O:10][C:11]([CH3:14])([CH3:13])[CH3:12])=[O:9])=[O:17])=[C:19]([NH:33][C:34]([NH:36][C:37]3[C:38]([CH3:45])=[CH:39][C:40]([CH3:44])=[CH:41][C:42]=3[CH3:43])=[O:35])[CH:20]=2)=[CH:29][CH:28]=1.